This data is from Reaction yield outcomes from USPTO patents with 853,638 reactions. The task is: Predict the reaction yield, written as a fraction of the theoretical maximum amount of product (1.0 means a 100% yield; for example, 0.34 means a 34% yield). (1) The reactants are [Cl:1][C:2]1[CH:7]=[CH:6][CH:5]=[CH:4][C:3]=1[CH2:8][N:9]1[C:13]([C:14]2[CH:19]=[CH:18][C:17]([F:20])=[CH:16][CH:15]=2)=[C:12]([C:21]2[CH:26]=[C:25]([C:27]3[N:28]=[N:29][NH:30][N:31]=3)[CH:24]=[CH:23][N:22]=2)[N:11]=[CH:10]1.Cl[CH2:33][O:34][C:35](=[O:40])[C:36]([CH3:39])([CH3:38])[CH3:37]. No catalyst specified. The product is [CH3:37][C:36]([CH3:39])([CH3:38])[C:35]([O:34][CH2:33][N:29]1[N:30]=[N:31][C:27]([C:25]2[CH:24]=[CH:23][N:22]=[C:21]([C:12]3[N:11]=[CH:10][N:9]([CH2:8][C:3]4[CH:4]=[CH:5][CH:6]=[CH:7][C:2]=4[Cl:1])[C:13]=3[C:14]3[CH:15]=[CH:16][C:17]([F:20])=[CH:18][CH:19]=3)[CH:26]=2)=[N:28]1)=[O:40]. The yield is 0.240. (2) The product is [F:1][C:2]1[CH:3]=[C:4]([NH:10][C:11]2[C:16]([C:17]3[N:22]=[C:21]([CH3:23])[N:20]=[C:19]([N:24]([CH2:25][C:26]4[CH:27]=[CH:28][C:29]([O:32][CH3:33])=[CH:30][CH:31]=4)[CH2:34][C:35]4[CH:40]=[CH:39][C:38]([O:41][CH3:42])=[CH:37][CH:36]=4)[N:18]=3)=[CH:15][C:14]([CH2:43][N:44]3[CH2:49][CH2:48][N:47]([S:61]([CH3:60])(=[O:63])=[O:62])[CH2:46][CH2:45]3)=[CH:13][N:12]=2)[CH:5]=[N:6][C:7]=1[O:8][CH3:9]. No catalyst specified. The yield is 0.940. The reactants are [F:1][C:2]1[CH:3]=[C:4]([NH:10][C:11]2[C:16]([C:17]3[N:22]=[C:21]([CH3:23])[N:20]=[C:19]([N:24]([CH2:34][C:35]4[CH:40]=[CH:39][C:38]([O:41][CH3:42])=[CH:37][CH:36]=4)[CH2:25][C:26]4[CH:31]=[CH:30][C:29]([O:32][CH3:33])=[CH:28][CH:27]=4)[N:18]=3)=[CH:15][C:14]([CH2:43][N:44]3[CH2:49][CH2:48][NH:47][CH2:46][CH2:45]3)=[CH:13][N:12]=2)[CH:5]=[N:6][C:7]=1[O:8][CH3:9].ClCCl.C(N(CC)CC)C.[CH3:60][S:61](Cl)(=[O:63])=[O:62]. (3) The reactants are [CH2:1]([O:4][C:5]1([CH3:36])[CH2:10][CH2:9][N:8]([C:11]2[N:16]3[N:17]=[C:18]([CH2:20][N:21]=[N+:22]=[N-:23])[CH:19]=[C:15]3[N:14]=[C:13]([CH3:24])[C:12]=2[C@H:25]([O:31][C:32]([CH3:35])([CH3:34])[CH3:33])[C:26]([O:28][CH2:29][CH3:30])=[O:27])[CH2:7][CH2:6]1)[CH:2]=[CH2:3].[CH2:37]([O:40][CH:41]([CH2:44][CH:45]([CH3:47])[CH3:46])[C:42]#[CH:43])[CH:38]=[CH2:39].O=C1O[C@H]([C@H](CO)O)C([O-])=C1O.[Na+]. The catalyst is CO. The product is [CH2:37]([O:40][CH:41]([C:42]1[N:23]=[N:22][N:21]([CH2:20][C:18]2[CH:19]=[C:15]3[N:14]=[C:13]([CH3:24])[C:12]([C@H:25]([O:31][C:32]([CH3:35])([CH3:34])[CH3:33])[C:26]([O:28][CH2:29][CH3:30])=[O:27])=[C:11]([N:8]4[CH2:9][CH2:10][C:5]([O:4][CH2:1][CH:2]=[CH2:3])([CH3:36])[CH2:6][CH2:7]4)[N:16]3[N:17]=2)[CH:43]=1)[CH2:44][CH:45]([CH3:47])[CH3:46])[CH:38]=[CH2:39]. The yield is 0.394. (4) The reactants are [CH2:1]([NH:8][C:9]([CH:11]1[CH2:23][N:21]2[C:22]3[CH:14]([CH:15]([NH:24][C:25](=[O:38])[CH:26]([CH2:34][CH:35]([CH3:37])[CH3:36])[CH:27]([CH2:31][CH2:32][CH3:33])[C:28]([NH2:30])=[O:29])[CH2:16][CH2:17][C:18]=3[CH:19]=[CH:20]2)[C:13](=[O:39])[CH2:12]1)=[O:10])[C:2]1C=CC=CC=1.[CH:40](N)(C)C. No catalyst specified. The product is [CH2:34]([CH:26]([CH:27]([CH2:31][CH2:32][CH3:33])[C:28]([NH2:30])=[O:29])[C:25]([NH:24][CH:15]1[CH:14]2[C:13](=[O:39])[CH2:12][CH:11]([C:9](=[O:10])[NH:8][CH:1]([CH3:40])[CH3:2])[CH2:23][N:21]3[C:22]2=[C:18]([CH:19]=[CH:20]3)[CH2:17][CH2:16]1)=[O:38])[CH:35]([CH3:37])[CH3:36]. The yield is 0.600. (5) The reactants are [F:1][C:2]1[CH:7]=[CH:6][C:5]([N:8]2[C:12]([CH3:13])=[C:11]([C:14]([OH:16])=[O:15])[N:10]=[N:9]2)=[CH:4][CH:3]=1.OS(O)(=O)=O.O.[CH3:23]O. No catalyst specified. The product is [F:1][C:2]1[CH:7]=[CH:6][C:5]([N:8]2[C:12]([CH3:13])=[C:11]([C:14]([O:16][CH3:23])=[O:15])[N:10]=[N:9]2)=[CH:4][CH:3]=1. The yield is 0.939. (6) The yield is 0.630. The product is [CH:8]([C:9]1[CH:10]=[CH:11][C:12]2[S:30][CH2:29][C:28](=[O:27])[NH:33][C:13]=2[CH:14]=1)=[CH2:15]. The reactants are [Br-].C1([C:8]([PH3+])([C:15]2C=CC=CC=2)[C:9]2[CH:14]=[CH:13][CH:12]=[CH:11][CH:10]=2)C=CC=CC=1.[Li]CCCC.[O:27]=[C:28]1[NH:33]C2C=C(C=O)C=CC=2[S:30][CH2:29]1. The catalyst is C1COCC1. (7) The reactants are [Cl:1][C:2]1[C:3]([O:13][CH3:14])=[C:4]([C:7]([N+:10]([O-])=O)=[CH:8][CH:9]=1)[C:5]#[N:6].[ClH:15].[Cl:16][CH2:17][C:18]#N. The catalyst is C1COCC1.O1CCOCC1.[Pd]. The product is [Cl:15][C:5]1[C:4]2[C:7](=[CH:8][CH:9]=[C:2]([Cl:1])[C:3]=2[O:13][CH3:14])[N:10]=[C:18]([CH2:17][Cl:16])[N:6]=1. The yield is 0.160.